This data is from Reaction yield outcomes from USPTO patents with 853,638 reactions. The task is: Predict the reaction yield, written as a fraction of the theoretical maximum amount of product (1.0 means a 100% yield; for example, 0.34 means a 34% yield). (1) The reactants are [C:12]([O:11][C:9](O[C:9]([O:11][C:12]([CH3:15])([CH3:14])[CH3:13])=[O:10])=[O:10])([CH3:15])([CH3:14])[CH3:13].[NH:16]1[C:24]2[C:19](=[N:20][CH:21]=[CH:22][CH:23]=2)[C:18]([N:25]2[CH2:30][CH2:29][CH:28]([NH2:31])[CH2:27][CH2:26]2)=[CH:17]1.C(N(CC)CC)C. The catalyst is O1CCCC1. The product is [NH:16]1[C:24]2[C:19](=[N:20][CH:21]=[CH:22][CH:23]=2)[C:18]([N:25]2[CH2:30][CH2:29][CH:28]([NH:31][C:9](=[O:10])[O:11][C:12]([CH3:13])([CH3:14])[CH3:15])[CH2:27][CH2:26]2)=[CH:17]1. The yield is 0.270. (2) The reactants are [CH:1]1([N:4]2[CH:8]=[CH:7][N:6]=[CH:5]2)[CH2:3][CH2:2]1.[Br:9]N1C(C)(C)C(=O)N(Br)C1=O. The catalyst is C(Cl)Cl. The product is [Br:9][C:8]1[N:4]([CH:1]2[CH2:3][CH2:2]2)[CH:5]=[N:6][CH:7]=1. The yield is 0.370. (3) The reactants are [CH:1]([Mg]Cl)([CH3:3])[CH3:2].[Br:6][C:7]1[CH:14]=[CH:13][C:10]([CH:11]=[O:12])=[CH:9][CH:8]=1. The catalyst is O1CCCC1. The product is [Br:6][C:7]1[CH:14]=[CH:13][C:10]([CH:11]([OH:12])[CH:1]([CH3:3])[CH3:2])=[CH:9][CH:8]=1. The yield is 0.240. (4) The reactants are [CH3:13][C:12]([O:11][C:9](O[C:9]([O:11][C:12]([CH3:15])([CH3:14])[CH3:13])=[O:10])=[O:10])([CH3:15])[CH3:14].[CH2:16]([NH:23][S:24]([C:27]1[CH:32]=[CH:31][CH:30]=[C:29]([Br:33])[CH:28]=1)(=[O:26])=[O:25])[C:17]1[CH:22]=[CH:21][CH:20]=[CH:19][CH:18]=1.CCN(C(C)C)C(C)C.O. The catalyst is CN(C1C=CN=CC=1)C.CC#N. The product is [C:12]([O:11][C:9](=[O:10])[N:23]([CH2:16][C:17]1[CH:22]=[CH:21][CH:20]=[CH:19][CH:18]=1)[S:24]([C:27]1[CH:32]=[CH:31][CH:30]=[C:29]([Br:33])[CH:28]=1)(=[O:25])=[O:26])([CH3:13])([CH3:14])[CH3:15]. The yield is 0.970. (5) The yield is 0.920. The catalyst is CO. The product is [CH3:1][O:12][C:11](=[O:13])[C:10]1[CH:14]=[C:15]([N+:16]([O-:18])=[O:17])[C:7]([NH2:6])=[C:8]([F:20])[C:9]=1[F:19]. The reactants are [CH3:1][Si](Cl)(C)C.[NH2:6][C:7]1[C:15]([N+:16]([O-:18])=[O:17])=[CH:14][C:10]([C:11]([OH:13])=[O:12])=[C:9]([F:19])[C:8]=1[F:20]. (6) The reactants are [CH3:1][C:2]1[O:6][C:5]([C:7]2[CH:14]=[CH:13][C:10]([CH:11]=O)=[CH:9][CH:8]=2)=[N:4][N:3]=1.[OH-:15].[K+].[CH:17](Br)(Br)Br.[OH-:21].[K+].[CH3:23][OH:24]. The catalyst is CO.O1CCOCC1. The product is [CH3:17][O:15][CH:11]([C:10]1[CH:13]=[CH:14][C:7]([C:5]2[O:6][C:2]([CH3:1])=[N:3][N:4]=2)=[CH:8][CH:9]=1)[C:23]([OH:24])=[O:21]. The yield is 1.00. (7) The reactants are C[O:2][CH:3](Cl)Cl.[CH2:6]([C:8]1[CH:9]=[C:10]([OH:14])[CH:11]=[CH:12][CH:13]=1)[CH3:7]. The catalyst is [Ti](Cl)(Cl)(Cl)Cl. The product is [CH2:6]([C:8]1[CH:13]=[CH:12][C:11]([CH:10]=[O:14])=[C:3]([OH:2])[CH:9]=1)[CH3:7]. The yield is 0.650. (8) The reactants are [Cl:1][C:2]1[CH:3]=[C:4]([CH:7]=[CH:8][C:9]=1[OH:10])[CH:5]=O.C1(P(C2C=CC=CC=2)(C2C=CC=CC=2)=[C:18]([CH3:24])[C:19]([O:21][CH2:22][CH3:23])=[O:20])C=CC=CC=1. The catalyst is O1CCCC1. The product is [Cl:1][C:2]1[CH:3]=[C:4]([CH:5]=[C:18]([CH3:24])[C:19]([O:21][CH2:22][CH3:23])=[O:20])[CH:7]=[CH:8][C:9]=1[OH:10]. The yield is 0.952. (9) The reactants are [Cu](C#N)C#N.C([Li])CCC.C([SnH](CCCC)CCCC)CCC.[CH2:24]([NH:27][C:28](=[O:34])[O:29][C:30]([CH3:33])([CH3:32])[CH3:31])[C:25]#[CH:26].[Cl-].[NH4+].[OH-].[NH4+]. The catalyst is C1COCC1.ClCCl. The product is [CH2:24]([NH:27][C:28](=[O:34])[O:29][C:30]([CH3:33])([CH3:32])[CH3:31])[CH:25]=[CH2:26]. The yield is 0.630.